From a dataset of Catalyst prediction with 721,799 reactions and 888 catalyst types from USPTO. Predict which catalyst facilitates the given reaction. (1) Reactant: [Cl:1][C:2]1[CH:10]=[CH:9][CH:8]=[C:7]2[C:3]=1[C:4]([CH2:11][C:12]#[N:13])=[CH:5][NH:6]2.ClC1C=CC=C2C=1C=CN2.ClS([N:28]=[C:29]=[O:30])(=O)=O. Product: [Cl:1][C:2]1[CH:10]=[CH:9][CH:8]=[C:7]2[C:3]=1[C:4]([CH2:11][C:12]#[N:13])=[CH:5][N:6]2[C:29]([NH2:28])=[O:30]. The catalyst class is: 4. (2) Reactant: [C:1]([N:8]1[CH2:13][CH2:12][S:11][CH2:10][CH:9]1C(O)=O)([O:3][C:4](C)(C)[CH3:5])=[O:2].Cl.C(OC(=O)[C@H](CS)N)C.C(N(CC)CC)C.BrC(Br)C. Product: [CH2:4]([O:3][C:1]([N:8]1[CH2:9][CH2:10][S:11][CH2:12][CH2:13]1)=[O:2])[CH3:5]. The catalyst class is: 1. (3) Reactant: [NH2:1][C:2]1[CH:3]=[CH:4][C:5]([C:8]2[S:12][C:11]([C:13]3([OH:19])[CH2:18][CH2:17][O:16][CH2:15][CH2:14]3)=[N:10][CH:9]=2)=[N:6][CH:7]=1.[F:20][C:21]1[CH:26]=[CH:25][C:24]([C:27]([F:30])([F:29])[F:28])=[CH:23][C:22]=1[N:31]=[C:32]=[O:33]. Product: [F:20][C:21]1[CH:26]=[CH:25][C:24]([C:27]([F:30])([F:29])[F:28])=[CH:23][C:22]=1[NH:31][C:32]([NH:1][C:2]1[CH:7]=[N:6][C:5]([C:8]2[S:12][C:11]([C:13]3([OH:19])[CH2:14][CH2:15][O:16][CH2:17][CH2:18]3)=[N:10][CH:9]=2)=[CH:4][CH:3]=1)=[O:33]. The catalyst class is: 7. (4) Reactant: C(=O)(O)[O-:2].[Na+].Cl.NO.[F:9][C:10]([F:23])([F:22])[CH:11]([CH3:21])[O:12][C:13]1[CH:18]=[CH:17][N:16]=[C:15]([C:19]#[N:20])[CH:14]=1. Product: [F:23][C:10]([F:9])([F:22])[CH:11]([CH3:21])[O:12][C:13]1[CH:18]=[CH:17][N:16]=[C:15]([C:19]([NH2:20])=[O:2])[CH:14]=1. The catalyst class is: 8. (5) Reactant: CC(OI1(OC(C)=O)(OC(C)=O)OC(=O)C2C=CC=CC1=2)=O.[C:23]([C:25]1[CH:26]=[N:27][C:28]2[C:33]([CH:34]=1)=[CH:32][C:31]([O:35][CH:36]([S:46][CH3:47])[C:37]([NH:39][C:40]1([CH2:44][OH:45])[CH2:43][CH2:42][CH2:41]1)=[O:38])=[CH:30][CH:29]=2)#[CH:24].C([O-])(O)=O.[Na+]. Product: [C:23]([C:25]1[CH:26]=[N:27][C:28]2[C:33]([CH:34]=1)=[CH:32][C:31]([O:35][CH:36]([S:46][CH3:47])[C:37]([NH:39][C:40]1([CH:44]=[O:45])[CH2:43][CH2:42][CH2:41]1)=[O:38])=[CH:30][CH:29]=2)#[CH:24]. The catalyst class is: 2. (6) Reactant: [N+:1]([C:4]1[CH:9]=[CH:8][C:7]([OH:10])=[CH:6][C:5]=1[C:11]([F:14])([F:13])[F:12])([O-])=O. Product: [NH2:1][C:4]1[CH:9]=[CH:8][C:7]([OH:10])=[CH:6][C:5]=1[C:11]([F:12])([F:13])[F:14]. The catalyst class is: 19. (7) Reactant: [O:1]=[C:2]1[N:6]([C:7]2[CH:8]=[CH:9][C:10]3[C:16](=[O:17])[CH2:15][CH2:14][CH2:13][CH2:12][C:11]=3[CH:18]=2)[CH2:5][C@H:4]([CH2:19][NH:20][C:21](=[O:23])[CH3:22])[O:3]1.[Br:24]Br.C(=O)(O)[O-].[Na+].C(Cl)Cl. Product: [Br:24][CH:15]1[CH2:14][CH2:13][CH2:12][C:11]2[CH:18]=[C:7]([N:6]3[CH2:5][C@H:4]([CH2:19][NH:20][C:21](=[O:23])[CH3:22])[O:3][C:2]3=[O:1])[CH:8]=[CH:9][C:10]=2[C:16]1=[O:17]. The catalyst class is: 22.